Task: Regression. Given two drug SMILES strings and cell line genomic features, predict the synergy score measuring deviation from expected non-interaction effect.. Dataset: NCI-60 drug combinations with 297,098 pairs across 59 cell lines (1) Drug 1: C1=CN(C(=O)N=C1N)C2C(C(C(O2)CO)O)O.Cl. Synergy scores: CSS=76.9, Synergy_ZIP=-0.156, Synergy_Bliss=0.266, Synergy_Loewe=-1.22, Synergy_HSA=1.69. Drug 2: C1CC(C1)(C(=O)O)C(=O)O.[NH2-].[NH2-].[Pt+2]. Cell line: HL-60(TB). (2) Drug 1: CC1=C2C(C(=O)C3(C(CC4C(C3C(C(C2(C)C)(CC1OC(=O)C(C(C5=CC=CC=C5)NC(=O)OC(C)(C)C)O)O)OC(=O)C6=CC=CC=C6)(CO4)OC(=O)C)O)C)O. Drug 2: N.N.Cl[Pt+2]Cl. Cell line: UO-31. Synergy scores: CSS=17.5, Synergy_ZIP=-4.85, Synergy_Bliss=1.76, Synergy_Loewe=1.77, Synergy_HSA=1.06.